From a dataset of NCI-60 drug combinations with 297,098 pairs across 59 cell lines. Regression. Given two drug SMILES strings and cell line genomic features, predict the synergy score measuring deviation from expected non-interaction effect. (1) Drug 1: CC1=C(C(CCC1)(C)C)C=CC(=CC=CC(=CC(=O)O)C)C. Drug 2: CN1C2=C(C=C(C=C2)N(CCCl)CCCl)N=C1CCCC(=O)O.Cl. Cell line: SNB-75. Synergy scores: CSS=3.09, Synergy_ZIP=-0.237, Synergy_Bliss=0.819, Synergy_Loewe=-0.242, Synergy_HSA=-0.248. (2) Drug 1: CCC1=CC2CC(C3=C(CN(C2)C1)C4=CC=CC=C4N3)(C5=C(C=C6C(=C5)C78CCN9C7C(C=CC9)(C(C(C8N6C)(C(=O)OC)O)OC(=O)C)CC)OC)C(=O)OC.C(C(C(=O)O)O)(C(=O)O)O. Drug 2: CC1=C(N=C(N=C1N)C(CC(=O)N)NCC(C(=O)N)N)C(=O)NC(C(C2=CN=CN2)OC3C(C(C(C(O3)CO)O)O)OC4C(C(C(C(O4)CO)O)OC(=O)N)O)C(=O)NC(C)C(C(C)C(=O)NC(C(C)O)C(=O)NCCC5=NC(=CS5)C6=NC(=CS6)C(=O)NCCC[S+](C)C)O. Cell line: MDA-MB-231. Synergy scores: CSS=31.7, Synergy_ZIP=-10.5, Synergy_Bliss=-5.60, Synergy_Loewe=-3.53, Synergy_HSA=-1.94.